This data is from NCI-60 drug combinations with 297,098 pairs across 59 cell lines. The task is: Regression. Given two drug SMILES strings and cell line genomic features, predict the synergy score measuring deviation from expected non-interaction effect. (1) Drug 1: CC=C1C(=O)NC(C(=O)OC2CC(=O)NC(C(=O)NC(CSSCCC=C2)C(=O)N1)C(C)C)C(C)C. Drug 2: CN(CCCl)CCCl.Cl. Cell line: SK-OV-3. Synergy scores: CSS=16.8, Synergy_ZIP=-0.679, Synergy_Bliss=1.96, Synergy_Loewe=-44.2, Synergy_HSA=1.27. (2) Drug 1: C1CC(C1)(C(=O)O)C(=O)O.[NH2-].[NH2-].[Pt+2]. Drug 2: C1=NC(=NC(=O)N1C2C(C(C(O2)CO)O)O)N. Cell line: EKVX. Synergy scores: CSS=-0.861, Synergy_ZIP=-0.267, Synergy_Bliss=-3.71, Synergy_Loewe=-6.41, Synergy_HSA=-6.40. (3) Drug 1: CN(CC1=CN=C2C(=N1)C(=NC(=N2)N)N)C3=CC=C(C=C3)C(=O)NC(CCC(=O)O)C(=O)O. Drug 2: CC1=CC=C(C=C1)C2=CC(=NN2C3=CC=C(C=C3)S(=O)(=O)N)C(F)(F)F. Cell line: IGROV1. Synergy scores: CSS=35.5, Synergy_ZIP=1.92, Synergy_Bliss=-3.65, Synergy_Loewe=-19.3, Synergy_HSA=-4.81. (4) Drug 1: CN(CC1=CN=C2C(=N1)C(=NC(=N2)N)N)C3=CC=C(C=C3)C(=O)NC(CCC(=O)O)C(=O)O. Drug 2: CC1C(C(CC(O1)OC2CC(CC3=C2C(=C4C(=C3O)C(=O)C5=CC=CC=C5C4=O)O)(C(=O)C)O)N)O. Cell line: NCI-H322M. Synergy scores: CSS=41.0, Synergy_ZIP=-12.9, Synergy_Bliss=-17.6, Synergy_Loewe=-21.1, Synergy_HSA=-14.7. (5) Drug 1: COC1=CC(=CC(=C1O)OC)C2C3C(COC3=O)C(C4=CC5=C(C=C24)OCO5)OC6C(C(C7C(O6)COC(O7)C8=CC=CS8)O)O. Drug 2: C1=NC2=C(N=C(N=C2N1C3C(C(C(O3)CO)O)F)Cl)N. Cell line: HCC-2998. Synergy scores: CSS=32.5, Synergy_ZIP=-7.41, Synergy_Bliss=-12.6, Synergy_Loewe=-10.0, Synergy_HSA=-8.01. (6) Drug 1: CCC1=CC2CC(C3=C(CN(C2)C1)C4=CC=CC=C4N3)(C5=C(C=C6C(=C5)C78CCN9C7C(C=CC9)(C(C(C8N6C)(C(=O)OC)O)OC(=O)C)CC)OC)C(=O)OC.C(C(C(=O)O)O)(C(=O)O)O. Drug 2: CC12CCC3C(C1CCC2OP(=O)(O)O)CCC4=C3C=CC(=C4)OC(=O)N(CCCl)CCCl.[Na+]. Cell line: HCT-15. Synergy scores: CSS=13.5, Synergy_ZIP=-6.96, Synergy_Bliss=-8.34, Synergy_Loewe=-18.0, Synergy_HSA=-7.01. (7) Drug 1: C1=NC2=C(N1)C(=S)N=C(N2)N. Drug 2: C1=CN(C(=O)N=C1N)C2C(C(C(O2)CO)O)O.Cl. Cell line: HOP-92. Synergy scores: CSS=39.5, Synergy_ZIP=-10.9, Synergy_Bliss=-5.05, Synergy_Loewe=-7.29, Synergy_HSA=-0.475. (8) Drug 1: C1=C(C(=O)NC(=O)N1)F. Drug 2: C(CN)CNCCSP(=O)(O)O. Cell line: SW-620. Synergy scores: CSS=35.5, Synergy_ZIP=-0.719, Synergy_Bliss=-0.0563, Synergy_Loewe=-15.0, Synergy_HSA=0.841. (9) Drug 1: CC12CCC(CC1=CCC3C2CCC4(C3CC=C4C5=CN=CC=C5)C)O. Drug 2: C1CN1P(=S)(N2CC2)N3CC3. Cell line: A498. Synergy scores: CSS=3.58, Synergy_ZIP=-1.55, Synergy_Bliss=-1.96, Synergy_Loewe=-7.67, Synergy_HSA=-3.99.